Dataset: Full USPTO retrosynthesis dataset with 1.9M reactions from patents (1976-2016). Task: Predict the reactants needed to synthesize the given product. (1) The reactants are: Br[C:2]1[C:7]2=[N:8][C:9]([C:12]([NH2:14])=[O:13])=[CH:10][N:11]=[C:6]2[CH:5]=[N:4][CH:3]=1.[Cl:15][C:16]1[CH:21]=[CH:20][C:19](B(O)O)=[C:18]([F:25])[CH:17]=1.C(=O)([O-])[O-].[Cs+].[Cs+].O1CCOCC1. Given the product [Cl:15][C:16]1[CH:21]=[CH:20][C:19]([C:2]2[C:7]3=[N:8][C:9]([C:12]([NH2:14])=[O:13])=[CH:10][N:11]=[C:6]3[CH:5]=[N:4][CH:3]=2)=[C:18]([F:25])[CH:17]=1, predict the reactants needed to synthesize it. (2) Given the product [C:31]1([O:30][C:38](=[O:39])[O:40][N:19]([C:13]2[C:14]([C:56]([CH3:61])([CH3:58])[CH3:55])=[C:15]([C:17]#[N:18])[C:16]([C:51]([CH3:52])([CH3:53])[CH3:68])=[C:11]([N:8]3[CH2:9][CH2:10][C@H:5]([NH:4][C:3]([O:2][CH3:1])=[O:29])[C@@H:6]([O:21][Si:22]([C:25]([CH3:26])([CH3:28])[CH3:27])([CH3:23])[CH3:24])[CH2:7]3)[C:12]=2[Cl:20])[O:33]1)=[O:32], predict the reactants needed to synthesize it. The reactants are: [CH3:1][O:2][C:3](=[O:29])[NH:4][C@H:5]1[CH2:10][CH2:9][N:8]([C:11]2[CH:16]=[C:15]([C:17]#[N:18])[CH:14]=[C:13]([NH2:19])[C:12]=2[Cl:20])[CH2:7][C@@H:6]1[O:21][Si:22]([C:25]([CH3:28])([CH3:27])[CH3:26])([CH3:24])[CH3:23].[O:30]([C:38]([O:40]C(C)(C)C)=[O:39])[C:31]([O:33]C(C)(C)C)=[O:32].CCN([CH:51]([CH3:53])[CH3:52])C(C)C.C(O)(=O)[CH2:55][C:56]([CH2:61]C(O)=O)([C:58](O)=O)O.O1CCC[CH2:68]1. (3) Given the product [C:5]1(=[N:17][OH:18])[CH2:16][CH2:15][CH2:14][CH2:13][CH2:12][CH2:11][CH2:10][CH2:9][CH2:8][CH2:7][CH2:6]1.[C:12]1([CH3:11])[CH:13]=[CH:14][CH:15]=[CH:16][CH:5]=1, predict the reactants needed to synthesize it. The reactants are: S(Cl)(Cl)=O.[C:5]1(=[N:17][OH:18])[CH2:16][CH2:15][CH2:14][CH2:13][CH2:12][CH2:11][CH2:10][CH2:9][CH2:8][CH2:7][CH2:6]1.O. (4) Given the product [Cl:1][C:2]1[CH:3]=[C:4]([C:7]([O:9][N:43]=[C:42]([C@H:39]2[CH2:38][N:32]3[C:33](=[O:37])[C:34]4[CH:35]=[N:36][C:26]([F:25])=[CH:27][C:28]=4[CH2:29][CH2:30][C@@H:31]3[CH2:41][CH2:40]2)[NH2:44])=[O:8])[NH:5][CH:6]=1, predict the reactants needed to synthesize it. The reactants are: [Cl:1][C:2]1[CH:3]=[C:4]([C:7]([OH:9])=[O:8])[NH:5][CH:6]=1.C(Cl)CCl.O.N1C2C(=NC=CC=2)N(O)N=1.[F:25][C:26]1[N:36]=[CH:35][C:34]2[C:33](=[O:37])[N:32]3[CH2:38][C@H:39]([C:42](=[N:44]O)[NH2:43])[CH2:40][CH2:41][C@H:31]3[CH2:30][CH2:29][C:28]=2[CH:27]=1. (5) Given the product [CH3:27][C:21]([C:22]([OH:24])=[O:23])([C:18]1[CH:19]=[CH:20][C:15]([CH:13]([OH:14])[CH2:12][CH2:11][CH2:10][N:7]2[CH2:6][CH2:5][CH:4]([C:3]([OH:2])([C:28]3[CH:29]=[CH:30][CH:31]=[CH:32][CH:33]=3)[C:34]3[CH:39]=[CH:38][CH:37]=[CH:36][CH:35]=3)[CH2:9][CH2:8]2)=[CH:16][CH:17]=1)[CH3:26], predict the reactants needed to synthesize it. The reactants are: Cl.[OH:2][C:3]([C:34]1[CH:39]=[CH:38][CH:37]=[CH:36][CH:35]=1)([C:28]1[CH:33]=[CH:32][CH:31]=[CH:30][CH:29]=1)[CH:4]1[CH2:9][CH2:8][N:7]([CH2:10][CH2:11][CH2:12][C:13]([C:15]2[CH:20]=[CH:19][C:18]([C:21]([CH3:27])([CH3:26])[C:22]([O:24]C)=[O:23])=[CH:17][CH:16]=2)=[O:14])[CH2:6][CH2:5]1.Cl.OC(C1C=CC=CC=1)(C1C=CC=CC=1)C1CCN(CCCC(C2C=C(C(C)(C)C(OC)=O)C=CC=2)=O)CC1.[OH-].[Na+].[BH4-].[Na+].